Dataset: Full USPTO retrosynthesis dataset with 1.9M reactions from patents (1976-2016). Task: Predict the reactants needed to synthesize the given product. (1) Given the product [F:25][C:24]([F:27])([F:26])[C:22]1[N:23]=[C:19]([N:9]2[CH2:14][CH2:13][CH:12]([NH2:15])[CH2:11][CH2:10]2)[S:20][CH:21]=1, predict the reactants needed to synthesize it. The reactants are: FC(F)(F)C1C=CC([N:9]2[CH2:14][CH2:13][CH:12]([NH2:15])[CH2:11][CH2:10]2)=NC=1.Br[C:19]1[S:20][CH:21]=[C:22]([C:24]([F:27])([F:26])[F:25])[N:23]=1.C(OC(=O)N[C@@H]1CCN(C2C(C(F)(F)F)=CC=CN=2)C1)(C)(C)C.FC(F)(F)C1C(N2CC[C@@H](N)C2)=NC=CC=1. (2) Given the product [CH:21]1([NH:27][CH2:19][CH:16]2[CH2:17][CH2:18][N:13]([C:10]3[CH:11]=[CH:12][C:7]([CH2:6][N:1]4[CH2:5][CH2:4][CH2:3][CH2:2]4)=[CH:8][CH:9]=3)[CH2:14][CH2:15]2)[CH2:26][CH2:25][CH2:24][CH2:23][CH2:22]1, predict the reactants needed to synthesize it. The reactants are: [N:1]1([CH2:6][C:7]2[CH:12]=[CH:11][C:10]([N:13]3[CH2:18][CH2:17][CH:16]([CH:19]=O)[CH2:15][CH2:14]3)=[CH:9][CH:8]=2)[CH2:5][CH2:4][CH2:3][CH2:2]1.[CH:21]1([NH2:27])[CH2:26][CH2:25][CH2:24][CH2:23][CH2:22]1.